Dataset: M1 muscarinic receptor antagonist screen with 61,756 compounds. Task: Binary Classification. Given a drug SMILES string, predict its activity (active/inactive) in a high-throughput screening assay against a specified biological target. (1) The drug is S(=O)(=O)(NCC(=O)N(Cc1sccc1)CC(=O)NCc1occc1)c1ccccc1. The result is 0 (inactive). (2) The drug is Clc1ccc(CN2CCN(CC(=O)N3CCc4c3cccc4)C2=O)cc1. The result is 0 (inactive). (3) The compound is O\N=C(/N)CCn1nc(nn1)c1cc(ccc1)C. The result is 0 (inactive). (4) The molecule is S(=O)(=O)(N(C)C)c1ccc(cc1)C(OCC(=O)c1c(OC(F)F)cc(OC(F)F)cc1)=O. The result is 0 (inactive). (5) The drug is Brc1cc(Cl)c(OCCn2ccnc2)cc1. The result is 1 (active). (6) The compound is s1c2c(CCCC2)c(c1N)C(=O)N. The result is 0 (inactive). (7) The drug is O=c1[nH]n(c(c1C)C)c1nc(Nc2ccc(OC)cc2)nc(n1)Nc1ccc(OC)cc1. The result is 0 (inactive). (8) The drug is O1CCN(CCN(C2CCN(CC2)C(=O)C)C(=O)Nc2ccc(cc2)CC)CC1. The result is 0 (inactive).